From a dataset of Forward reaction prediction with 1.9M reactions from USPTO patents (1976-2016). Predict the product of the given reaction. (1) Given the reactants [H-].[Na+].[N:3]1[CH:8]=[CH:7][C:6]([CH2:9][CH2:10][SH:11])=[CH:5][CH:4]=1.Cl[C:13]1[C:18]([C:19]([NH:21][C:22]2[CH:27]=[CH:26][C:25]([Cl:28])=[CH:24][CH:23]=2)=[O:20])=[CH:17][CH:16]=[CH:15][N:14]=1.C(OCC)(=O)C, predict the reaction product. The product is: [Cl:28][C:25]1[CH:26]=[CH:27][C:22]([NH:21][C:19]([C:18]2[C:13]([S:11][CH2:10][CH2:9][C:6]3[CH:7]=[CH:8][N:3]=[CH:4][CH:5]=3)=[N:14][CH:15]=[CH:16][CH:17]=2)=[O:20])=[CH:23][CH:24]=1. (2) Given the reactants Cl.Cl.[C:3]([C:6]1[CH:11]=[CH:10][C:9]([C:12]2[Se:13][C:14](C3C=CC(C(=N)N)=CC=3)=[CH:15][CH:16]=2)=[CH:8][CH:7]=1)(=N)[NH2:4].C(C1C=CC(C2[Se]C(C3C=CC(C#N)=CC=3)=CC=2)=CC=1)#N.C[Si]([N-][Si](C)(C)C)(C)C.[Li+].Cl.NO, predict the reaction product. The product is: [C:3]([C:6]1[CH:7]=[CH:8][C:9]([C:12]2[Se:13][CH:14]=[CH:15][CH:16]=2)=[CH:10][CH:11]=1)#[N:4]. (3) Given the reactants Br[C:2]1[CH:7]=[CH:6][C:5]([C:8]2[O:12][N:11]=[C:10]([CH3:13])[N:9]=2)=[CH:4][CH:3]=1.[CH:14]1([CH2:17][N:18]2[CH2:24][CH2:23][CH2:22][N:21]([C:25]([C@H:27]3[CH2:31][CH2:30][NH:29][CH2:28]3)=[O:26])[CH2:20][CH2:19]2)[CH2:16][CH2:15]1, predict the reaction product. The product is: [CH:14]1([CH2:17][N:18]2[CH2:24][CH2:23][CH2:22][N:21]([C:25]([C@H:27]3[CH2:31][CH2:30][N:29]([C:2]4[CH:7]=[CH:6][C:5]([C:8]5[O:12][N:11]=[C:10]([CH3:13])[N:9]=5)=[CH:4][CH:3]=4)[CH2:28]3)=[O:26])[CH2:20][CH2:19]2)[CH2:16][CH2:15]1. (4) Given the reactants [Cl:1][C:2]1[N:3]=[C:4]2[C:10](I)=[C:9]([C:12]3[CH:17]=[CH:16][C:15]([C:18]4([NH:22][C:23](=[O:29])[O:24][C:25]([CH3:28])([CH3:27])[CH3:26])[CH2:21][CH2:20][CH2:19]4)=[CH:14][CH:13]=3)[O:8][C:5]2=[N:6][CH:7]=1.[C:30]1(B(O)O)[CH:35]=[CH:34][CH:33]=[CH:32][CH:31]=1.P([O-])([O-])([O-])=O.[K+].[K+].[K+], predict the reaction product. The product is: [Cl:1][C:2]1[N:3]=[C:4]2[C:10]([C:30]3[CH:35]=[CH:34][CH:33]=[CH:32][CH:31]=3)=[C:9]([C:12]3[CH:17]=[CH:16][C:15]([C:18]4([NH:22][C:23](=[O:29])[O:24][C:25]([CH3:28])([CH3:27])[CH3:26])[CH2:21][CH2:20][CH2:19]4)=[CH:14][CH:13]=3)[O:8][C:5]2=[N:6][CH:7]=1. (5) Given the reactants C([NH:8][N:9]1[C:15](=[O:16])[CH2:14][C:13]2[CH:17]=[CH:18][CH:19]=[CH:20][C:12]=2[C:11]2[CH:21]=[CH:22][CH:23]=[CH:24][C:10]1=2)(OC(C)(C)C)=O.CN(C=O)C.C([O-])([O-])=O.[Cs+].[Cs+].[Cl:36][CH2:37][C:38](=[O:43])[C:39]([CH3:42])([CH3:41])[CH3:40], predict the reaction product. The product is: [ClH:36].[NH2:8][N:9]1[C:15](=[O:16])[CH:14]([CH2:37][C:38](=[O:43])[C:39]([CH3:42])([CH3:41])[CH3:40])[C:13]2[CH:12]=[CH:20][CH:19]=[CH:18][C:17]=2[C:24]2[CH:23]=[CH:22][CH:21]=[CH:11][C:10]1=2. (6) The product is: [C:6]([C:5]1[CH:9]=[C:10]([CH:11]=[C:3]([I:2])[CH:4]=1)[C:12]([O:14][CH3:15])=[O:13])(=[O:7])[NH2:24]. Given the reactants Cl.[I:2][C:3]1[CH:4]=[C:5]([CH:9]=[C:10]([C:12]([O:14][CH3:15])=[O:13])[CH:11]=1)[C:6]([O-])=[O:7].[Na+].C(Cl)(=O)C(Cl)=O.C[N:24](C=O)C, predict the reaction product. (7) Given the reactants [C:1]1([C:7]2[CH:16]=[CH:15][CH:14]=[C:13]3[C:8]=2[C:9]([NH:26][CH2:27][C:28]2[CH:33]=[CH:32][CH:31]=[CH:30][N:29]=2)=[N:10][N:11]=[C:12]3[C:17]2[CH:18]=[N:19][CH:20]=[C:21]([CH:25]=2)[C:22]([OH:24])=O)[CH:6]=[CH:5][CH:4]=[CH:3][CH:2]=1.CN(C(ON1N=NC2C=CC=NC1=2)=[N+](C)C)C.F[P-](F)(F)(F)(F)F.[CH3:58][C:59]1([CH3:66])[O:63][CH:62]([CH2:64][NH2:65])[CH2:61][O:60]1, predict the reaction product. The product is: [CH3:58][C:59]1([CH3:66])[O:63][CH:62]([CH2:64][NH:65][C:22](=[O:24])[C:21]2[CH:25]=[C:17]([C:12]3[C:13]4[C:8](=[C:7]([C:1]5[CH:2]=[CH:3][CH:4]=[CH:5][CH:6]=5)[CH:16]=[CH:15][CH:14]=4)[C:9]([NH:26][CH2:27][C:28]4[CH:33]=[CH:32][CH:31]=[CH:30][N:29]=4)=[N:10][N:11]=3)[CH:18]=[N:19][CH:20]=2)[CH2:61][O:60]1. (8) The product is: [F:33][C:34]1[CH:35]=[C:36]([CH:64]=[CH:65][CH:66]=1)[C:37]([NH:39][C:40]1[CH:45]=[CH:44][C:43]([C:46]2[CH:54]=[C:53]3[C:49]([CH2:50][N:51]([C@@H:56]([CH:61]([CH3:63])[CH3:62])[C:57]([OH:59])=[O:58])[C:52]3=[O:55])=[CH:48][CH:47]=2)=[CH:42][CH:41]=1)=[O:38]. Given the reactants C(NC1C=CC(C2C=C3C(CN([C@@H](C(C)C)C(O)=O)C3=O)=CC=2)=CC=1)(=O)C1C=CC=CC=1.[F:33][C:34]1[CH:35]=[C:36]([CH:64]=[CH:65][CH:66]=1)[C:37]([NH:39][C:40]1[CH:45]=[CH:44][C:43]([C:46]2[CH:54]=[C:53]3[C:49]([CH2:50][N:51]([C@@H:56]([CH:61]([CH3:63])[CH3:62])[C:57]([O:59]C)=[O:58])[C:52]3=[O:55])=[CH:48][CH:47]=2)=[CH:42][CH:41]=1)=[O:38], predict the reaction product. (9) The product is: [OH:1][CH:2]1[CH2:10][C:9]2[C:4](=[CH:5][CH:6]=[CH:7][CH:8]=2)[CH:3]1[NH:11][C:12](=[O:13])[CH:14]([N:19]1[CH2:23][CH:22]([O:24][C:25]2[C:34]3[C:29](=[CH:30][C:31]([O:35][CH3:36])=[CH:32][CH:33]=3)[CH:28]=[C:27]([C:37]3[CH:38]=[CH:39][CH:40]=[CH:41][CH:42]=3)[CH:26]=2)[CH2:21][CH:20]1[C:43]1([C:48]([NH:60][S:57]([CH2:51][C:68]2[CH:67]=[CH:69][CH:74]=[CH:70][CH:71]=2)(=[O:59])=[O:58])=[O:49])[CH2:45][CH:44]1[CH:46]=[CH2:47])[C:15]([CH3:16])([CH3:18])[CH3:17]. Given the reactants [OH:1][CH:2]1[CH2:10][C:9]2[C:4](=[CH:5][CH:6]=[CH:7][CH:8]=2)[CH:3]1[NH:11][C:12]([CH:14]([N:19]1[CH2:23][CH:22]([O:24][C:25]2[C:34]3[C:29](=[CH:30][C:31]([O:35][CH3:36])=[CH:32][CH:33]=3)[CH:28]=[C:27]([C:37]3[CH:42]=[CH:41][CH:40]=[CH:39][CH:38]=3)[CH:26]=2)[CH2:21][CH:20]1[C:43]1([C:48](O)=[O:49])[CH2:45][CH:44]1[CH:46]=[CH2:47])[C:15]([CH3:18])([CH3:17])[CH3:16])=[O:13].[C:51]1([S:57]([NH2:60])(=[O:59])=[O:58])C=CC=CC=1.C(N([CH:67]([CH3:69])[CH3:68])CC)(C)C.[CH2:70]1[CH2:74]N([P+](ON2N=NC3C=CC=CC2=3)(N2CCCC2)N2CCCC2)C[CH2:71]1.F[P-](F)(F)(F)(F)F.C([O-])(O)=O.[Na+], predict the reaction product.